From a dataset of Catalyst prediction with 721,799 reactions and 888 catalyst types from USPTO. Predict which catalyst facilitates the given reaction. (1) Reactant: Cl[C:2]1[S:3][C:4]2[CH:10]=[CH:9][CH:8]=[C:7]([Cl:11])[C:5]=2[N:6]=1.[NH2:12][C:13]1[CH:18]=[C:17]([Cl:19])[C:16]([OH:20])=[C:15]([Cl:21])[CH:14]=1.C([O-])([O-])=O.[K+].[K+]. Product: [Cl:19][C:17]1[CH:18]=[C:13]([NH2:12])[CH:14]=[C:15]([Cl:21])[C:16]=1[O:20][C:2]1[S:3][C:4]2[CH:10]=[CH:9][CH:8]=[C:7]([Cl:11])[C:5]=2[N:6]=1. The catalyst class is: 197. (2) Reactant: [F:1][C:2]1[CH:25]=[C:24]([F:26])[CH:23]=[CH:22][C:3]=1[O:4][C:5]1[CH:6]=[C:7]2[C:11](=[CH:12][C:13]=1[C:14]([OH:16])=O)[N:10]([CH2:17][C:18]([OH:21])([CH3:20])[CH3:19])[N:9]=[CH:8]2.[NH2:27][C@H:28]1[CH2:32][CH2:31][NH:30][C:29]1=[O:33].Cl.CN(C)CCCN=C=NCC. Product: [F:1][C:2]1[CH:25]=[C:24]([F:26])[CH:23]=[CH:22][C:3]=1[O:4][C:5]1[CH:6]=[C:7]2[C:11](=[CH:12][C:13]=1[C:14]([NH:27][C@H:28]1[CH2:32][CH2:31][NH:30][C:29]1=[O:33])=[O:16])[N:10]([CH2:17][C:18]([OH:21])([CH3:19])[CH3:20])[N:9]=[CH:8]2. The catalyst class is: 546. (3) Reactant: [CH:1]1([C:6]2[N:11]=[C:10]([CH2:12][C:13]3[CH:18]=[CH:17][C:16]([CH2:19][C:20](O)=[O:21])=[CH:15][CH:14]=3)[CH:9]=[C:8]([C:23]([F:26])([F:25])[F:24])[N:7]=2)[CH2:5][CH2:4][CH2:3][CH2:2]1.C(Cl)CCl.C1C=CC2N(O)N=[N:37]C=2C=1.N.CO. Product: [CH:1]1([C:6]2[N:11]=[C:10]([CH2:12][C:13]3[CH:14]=[CH:15][C:16]([CH2:19][C:20]([NH2:37])=[O:21])=[CH:17][CH:18]=3)[CH:9]=[C:8]([C:23]([F:26])([F:24])[F:25])[N:7]=2)[CH2:2][CH2:3][CH2:4][CH2:5]1. The catalyst class is: 39. (4) Product: [O:23]1[C:22]2[CH:24]=[CH:25][CH:26]=[CH:27][C:21]=2[O:20][CH2:19][C@@H:18]1[CH2:16][N:12]1[CH2:13][CH2:14][CH2:15][C@H:10]([C:6]2[CH:5]=[C:4]([CH2:3][OH:2])[CH:9]=[CH:8][CH:7]=2)[CH2:11]1. Reactant: C[O:2][C:3](=O)[C:4]1[CH:9]=[CH:8][CH:7]=[C:6]([C@H:10]2[CH2:15][CH2:14][CH2:13][N:12]([C:16]([C@@H:18]3[O:23][C:22]4[CH:24]=[CH:25][CH:26]=[CH:27][C:21]=4[O:20][CH2:19]3)=O)[CH2:11]2)[CH:5]=1.[H-].[H-].[H-].[H-].[Li+].[Al+3].O.[OH-].[Na+]. The catalyst class is: 1.